Dataset: Catalyst prediction with 721,799 reactions and 888 catalyst types from USPTO. Task: Predict which catalyst facilitates the given reaction. (1) Reactant: [H-].[Na+].[OH:3][C:4]1[CH:13]=[CH:12][C:7]([C:8]([O:10][CH3:11])=[O:9])=[CH:6][N:5]=1.[CH:14](Br)([C:21]1[CH:26]=[CH:25][CH:24]=[CH:23][CH:22]=1)[C:15]1[CH:20]=[CH:19][CH:18]=[CH:17][CH:16]=1. Product: [C:15]1([CH:14]([C:21]2[CH:22]=[CH:23][CH:24]=[CH:25][CH:26]=2)[N:5]2[C:4](=[O:3])[CH:13]=[CH:12][C:7]([C:8]([O:10][CH3:11])=[O:9])=[CH:6]2)[CH:20]=[CH:19][CH:18]=[CH:17][CH:16]=1. The catalyst class is: 3. (2) Product: [C:9]([O:13][C:14]([N:16]1[CH2:21][CH2:20][CH:19]([CH2:22][S:8][C:3]2[CH:4]=[CH:5][CH:6]=[CH:7][C:2]=2[F:1])[CH2:18][CH2:17]1)=[O:15])([CH3:12])([CH3:10])[CH3:11]. The catalyst class is: 7. Reactant: [F:1][C:2]1[CH:7]=[CH:6][CH:5]=[CH:4][C:3]=1[SH:8].[C:9]([O:13][C:14]([N:16]1[CH2:21][CH2:20][CH:19]([CH2:22]O)[CH2:18][CH2:17]1)=[O:15])([CH3:12])([CH3:11])[CH3:10].C1(P(C2C=CC=CC=2)C2C=CC=CC=2)C=CC=CC=1.N(C(OCC)=O)=NC(OCC)=O. (3) The catalyst class is: 47. Product: [CH3:21][CH:19]([C:18]1[N:17]=[C:16]([N:22]([S:23]([CH3:26])(=[O:24])=[O:25])[CH3:27])[N:15]=[C:14]([C:28]2[CH:29]=[CH:30][C:31]([F:34])=[CH:32][CH:33]=2)[C:13]=1/[CH:12]=[CH:11]/[C@@H:9]([OH:8])[CH2:10][C@@H:5]([OH:6])[CH2:4][C:3]([OH:37])=[O:2])[CH3:20]. Reactant: C[O:2][C:3](=[O:37])[CH2:4][C@H:5]1[CH2:10][C@@H:9](/[CH:11]=[CH:12]/[C:13]2[C:14]([C:28]3[CH:33]=[CH:32][C:31]([F:34])=[CH:30][CH:29]=3)=[N:15][C:16]([N:22]([CH3:27])[S:23]([CH3:26])(=[O:25])=[O:24])=[N:17][C:18]=2[CH:19]([CH3:21])[CH3:20])[O:8]C(C)(C)[O:6]1.Cl.[OH-].[Na+].C(OCC)(=O)C. (4) Reactant: [Br:1][CH2:2][C:3]1[CH:8]=[CH:7][C:6]([CH2:9][C:10]([OH:12])=O)=[CH:5][CH:4]=1.C[N:14](C)C=O.C1(C)C=CC=CC=1.N. Product: [Br:1][CH2:2][C:3]1[CH:8]=[CH:7][C:6]([CH2:9][C:10]([NH2:14])=[O:12])=[CH:5][CH:4]=1. The catalyst class is: 6.